From a dataset of Reaction yield outcomes from USPTO patents with 853,638 reactions. Predict the reaction yield, written as a fraction of the theoretical maximum amount of product (1.0 means a 100% yield; for example, 0.34 means a 34% yield). (1) The reactants are [CH3:1][C:2]1[S:3][CH:4]=[C:5]([CH2:7][N:8]2[CH2:13][CH2:12][NH:11][CH2:10][CH2:9]2)[N:6]=1.[Br:14][C:15]1[C:16](Cl)=[C:17]([N+:22]([O-:24])=[O:23])[C:18]([NH2:21])=[N:19][CH:20]=1. The catalyst is CC(O)C.CCN(C(C)C)C(C)C. The product is [Br:14][C:15]1[C:16]([N:11]2[CH2:10][CH2:9][N:8]([CH2:7][C:5]3[N:6]=[C:2]([CH3:1])[S:3][CH:4]=3)[CH2:13][CH2:12]2)=[C:17]([N+:22]([O-:24])=[O:23])[C:18]([NH2:21])=[N:19][CH:20]=1. The yield is 0.550. (2) The reactants are [NH2:1][C:2]1[N:7]=[C:6]([NH:8][C@H:9]2[CH2:14][CH2:13][C@H:12]([OH:15])[CH2:11][CH2:10]2)[CH:5]=[C:4]([CH3:16])[N:3]=1.[Br:17]NC(=O)CCC(N)=O. The catalyst is C(Cl)(Cl)Cl. The product is [NH2:1][C:2]1[N:7]=[C:6]([NH:8][C@H:9]2[CH2:14][CH2:13][C@H:12]([OH:15])[CH2:11][CH2:10]2)[C:5]([Br:17])=[C:4]([CH3:16])[N:3]=1. The yield is 0.630. (3) The reactants are [NH2:1][C:2]1[N:7]2[CH:8]=[C:9]([CH3:11])[N:10]=[C:6]2[C:5]([C:12]([NH:14][CH2:15][CH:16]2[CH2:21][CH2:20][N:19](C(OC(C)(C)C)=O)[CH2:18][CH2:17]2)=[O:13])=[CH:4][C:3]=1[Cl:29].Cl. The catalyst is CO.Cl. The product is [NH2:1][C:2]1[N:7]2[CH:8]=[C:9]([CH3:11])[N:10]=[C:6]2[C:5]([C:12]([NH:14][CH2:15][CH:16]2[CH2:21][CH2:20][N:19]([CH2:4][C@@H:5]([CH3:6])[CH2:12][OH:13])[CH2:18][CH2:17]2)=[O:13])=[CH:4][C:3]=1[Cl:29]. The yield is 0.980. (4) The reactants are [Si]([O:8][CH2:9][CH2:10][C@H:11]1[CH2:22][CH2:21][C:20]2[S:19][C:18]3[N:17]=[CH:16][N:15]=[C:14]([O:23][CH:24]4[CH2:29][CH2:28][C:27]([NH:32]C(=O)OC(C)(C)C)([CH2:30][CH3:31])[CH2:26][CH2:25]4)[C:13]=3[C:12]1=2)(C(C)(C)C)(C)C.Cl. The catalyst is ClCCl. The product is [NH2:32][C:27]1([CH2:30][CH3:31])[CH2:28][CH2:29][CH:24]([O:23][C:14]2[C:13]3[C:12]4[C@@H:11]([CH2:10][CH2:9][OH:8])[CH2:22][CH2:21][C:20]=4[S:19][C:18]=3[N:17]=[CH:16][N:15]=2)[CH2:25][CH2:26]1. The yield is 0.800.